From a dataset of Catalyst prediction with 721,799 reactions and 888 catalyst types from USPTO. Predict which catalyst facilitates the given reaction. (1) Reactant: [CH3:1][C:2]1[C:7]([CH:8]=O)=[CH:6][CH:5]=[CH:4][N:3]=1.C(O)(=O)[CH2:11][C:12]([OH:14])=[O:13].N1CCCCC1. Product: [CH3:1][C:2]1[C:7](/[CH:8]=[CH:11]/[C:12]([OH:14])=[O:13])=[CH:6][CH:5]=[CH:4][N:3]=1. The catalyst class is: 17. (2) Reactant: CC(OC([N:8]1[CH2:13][CH2:12][C:11](=[C:14]([C:28]2[CH:33]=[CH:32][CH:31]=[CH:30][C:29]=2[NH2:34])[C:15]2[CH:20]=[CH:19][C:18]([C:21]([N:23]([CH2:26][CH3:27])[CH2:24][CH3:25])=[O:22])=[CH:17][CH:16]=2)[CH2:10][CH2:9]1)=O)(C)C.[C:35]1([CH2:41][CH2:42][CH:43]=O)[CH:40]=[CH:39][CH:38]=[CH:37][CH:36]=1.C(O)(=O)C.[BH-](OC(C)=O)(OC(C)=O)OC(C)=O.[Na+].FC(F)(F)C(O)=O. Product: [CH2:24]([N:23]([CH2:26][CH3:27])[C:21](=[O:22])[C:18]1[CH:17]=[CH:16][C:15]([C:14]([C:28]2[CH:33]=[CH:32][CH:31]=[CH:30][C:29]=2[NH:34][CH2:43][CH2:42][CH2:41][C:35]2[CH:40]=[CH:39][CH:38]=[CH:37][CH:36]=2)=[C:11]2[CH2:12][CH2:13][NH:8][CH2:9][CH2:10]2)=[CH:20][CH:19]=1)[CH3:25]. The catalyst class is: 279. (3) The catalyst class is: 15. Reactant: [S:1]1[CH:5]=[CH:4][N:3]=[C:2]1[NH:6][NH2:7].[CH2:8]([O:10][C:11](=[O:25])[CH:12]=[C:13](OCC)[CH2:14][CH:15](OCC)OCC)[CH3:9]. Product: [CH2:8]([O:10][C:11](=[O:25])[CH2:12][C:13]1[N:6]([C:2]2[S:1][CH:5]=[CH:4][N:3]=2)[N:7]=[CH:15][CH:14]=1)[CH3:9]. (4) Reactant: I[C:2]1[C:10]2[C:5](=[CH:6][C:7]([C@H:11]3[C@@:13]4([C:21]5[C:16](=[CH:17][CH:18]=[CH:19][CH:20]=5)[NH:15][C:14]4=[O:22])[CH2:12]3)=[CH:8][CH:9]=2)[NH:4][N:3]=1.CC1(C)C(C)(C)OB(/[CH:31]=[CH:32]/[C:33]2[CH:34]=[CH:35][C:36]3[O:42][CH2:41][CH2:40][N:39](C(OC(C)(C)C)=O)[CH2:38][C:37]=3[CH:50]=2)O1.[C:52]([OH:58])([C:54]([F:57])([F:56])[F:55])=[O:53]. Product: [F:55][C:54]([F:57])([F:56])[C:52]([OH:58])=[O:53].[O:42]1[C:36]2[CH:35]=[CH:34][C:33](/[CH:32]=[CH:31]/[C:2]3[C:10]4[C:5](=[CH:6][C:7]([C@H:11]5[C@@:13]6([C:21]7[C:16](=[CH:17][CH:18]=[CH:19][CH:20]=7)[NH:15][C:14]6=[O:22])[CH2:12]5)=[CH:8][CH:9]=4)[NH:4][N:3]=3)=[CH:50][C:37]=2[CH2:38][NH:39][CH2:40][CH2:41]1. The catalyst class is: 2. (5) Reactant: [C:1]([OH:4])(=[O:3])[CH3:2].[Cl:5][C:6]1[C:7]([CH:15]([S:24]([C:27]2[CH:32]=[CH:31][C:30]([Cl:33])=[CH:29][CH:28]=2)(=[O:26])=[O:25])[C:16]2[CH:21]=[C:20]([F:22])[CH:19]=[CH:18][C:17]=2[F:23])=[CH:8][C:9](CC#N)=[N:10][CH:11]=1.S(=O)(=O)(O)O. Product: [Cl:5][C:6]1[C:7]([CH:15]([S:24]([C:27]2[CH:32]=[CH:31][C:30]([Cl:33])=[CH:29][CH:28]=2)(=[O:26])=[O:25])[C:16]2[CH:21]=[C:20]([F:22])[CH:19]=[CH:18][C:17]=2[F:23])=[CH:8][C:9]([CH2:2][C:1]([OH:4])=[O:3])=[N:10][CH:11]=1. The catalyst class is: 6. (6) Reactant: O[C:2]1[C:3]2[CH2:15][CH2:14][N:13]([C:16]([O:18][C:19]([CH3:22])([CH3:21])[CH3:20])=[O:17])[CH2:12][C:4]=2[N:5]=[C:6]([C:8]([F:11])([F:10])[F:9])[N:7]=1.C1(P(C2C=CC=CC=2)C2C=CC=CC=2)C=CC=CC=1.C(Cl)(Cl)(Cl)[Cl:43]. Product: [Cl:43][C:2]1[C:3]2[CH2:15][CH2:14][N:13]([C:16]([O:18][C:19]([CH3:22])([CH3:21])[CH3:20])=[O:17])[CH2:12][C:4]=2[N:5]=[C:6]([C:8]([F:11])([F:10])[F:9])[N:7]=1. The catalyst class is: 68. (7) Reactant: [C:1]([C:3]1[CH:12]=[CH:11][C:6]([C:7](=[O:10])[CH2:8]Br)=[CH:5][CH:4]=1)#[N:2].[OH2:13]. Product: [C:1]([C:3]1[CH:12]=[CH:11][C:6]([C:7]([CH:8]=[O:13])=[O:10])=[CH:5][CH:4]=1)#[N:2]. The catalyst class is: 16.